From a dataset of HIV replication inhibition screening data with 41,000+ compounds from the AIDS Antiviral Screen. Binary Classification. Given a drug SMILES string, predict its activity (active/inactive) in a high-throughput screening assay against a specified biological target. The result is 0 (inactive). The compound is CCOC(=O)C(C)(C)C(OP(OCC)OCC)=C(C)C.